This data is from Reaction yield outcomes from USPTO patents with 853,638 reactions. The task is: Predict the reaction yield, written as a fraction of the theoretical maximum amount of product (1.0 means a 100% yield; for example, 0.34 means a 34% yield). (1) The reactants are [F:1][C:2]1[C:10]2[O:9][N:8]=[C:7]([CH3:11])[C:6]=2[CH:5]=[C:4]([C:12]([O:14][CH3:15])=[O:13])[C:3]=1[NH:16][C:17]1[CH:22]=[CH:21][CH:20]=[CH:19][C:18]=1[F:23].[I:24]N1C(=O)CCC1=O.C(O)(C(F)(F)F)=O. The catalyst is CN(C=O)C. The product is [F:1][C:2]1[C:10]2[O:9][N:8]=[C:7]([CH3:11])[C:6]=2[CH:5]=[C:4]([C:12]([O:14][CH3:15])=[O:13])[C:3]=1[NH:16][C:17]1[CH:22]=[CH:21][C:20]([I:24])=[CH:19][C:18]=1[F:23]. The yield is 0.950. (2) The reactants are [CH3:1][S:2][C:3]1[N:7]=[C:6]([NH2:8])[S:5][N:4]=1.[C:9]([O:13][C:14](O[C:14]([O:13][C:9]([CH3:12])([CH3:11])[CH3:10])=[O:15])=[O:15])([CH3:12])([CH3:11])[CH3:10].C[Si](C)(C)[N-][Si](C)(C)C.[Na+]. The catalyst is C1COCC1.C(OCC)(=O)C. The product is [C:9]([O:13][C:14](=[O:15])[NH:8][C:6]1[S:5][N:4]=[C:3]([S:2][CH3:1])[N:7]=1)([CH3:12])([CH3:11])[CH3:10]. The yield is 0.270. (3) The reactants are [F:1]C(F)(F)C(O)=O.[Cl:8][C:9]1[CH:14]=[C:13](F)[C:12]([C:16]2([C:36]#[N:37])[CH:20]([CH2:21][C:22]([CH3:25])([CH3:24])[CH3:23])[NH:19][CH:18]([C:26]([OH:28])=O)[CH:17]2[C:29]2[CH:34]=[CH:33][CH:32]=[C:31]([Cl:35])[CH:30]=2)=[C:11]([F:38])[CH:10]=1.CC1(C)[O:44][C@@H:43]([CH2:45][CH2:46][NH2:47])[CH2:42][O:41]1.CN(C(ON1N=NC2C=CC=NC1=2)=[N+](C)C)C.F[P-](F)(F)(F)(F)F.CCN(C(C)C)C(C)C.Cl. The catalyst is C(Cl)Cl.O1CCCC1. The product is [OH:44][C@H:43]([CH2:42][OH:41])[CH2:45][CH2:46][NH:47][C:26]([CH:18]1[CH:17]([C:29]2[CH:34]=[CH:33][CH:32]=[C:31]([Cl:35])[CH:30]=2)[C:16]([C:12]2[CH:13]=[C:14]([F:1])[C:9]([Cl:8])=[CH:10][C:11]=2[F:38])([C:36]#[N:37])[CH:20]([CH2:21][C:22]([CH3:24])([CH3:23])[CH3:25])[NH:19]1)=[O:28]. The yield is 0.500. (4) The reactants are C([O:3][C:4]([C:6]1[NH:7][C:8]2[C:13]([CH:14]=1)=[CH:12][C:11]([CH2:15][CH2:16][C:17](=O)[N:18]1[CH2:22][CH2:21][CH2:20][CH2:19]1)=[CH:10][CH:9]=2)=O)C.[H-].[Al+3].[Li+].[H-].[H-].[H-].O.[OH-].[Na+]. The catalyst is O1CCCC1. The product is [N:18]1([CH2:17][CH2:16][CH2:15][C:11]2[CH:12]=[C:13]3[C:8](=[CH:9][CH:10]=2)[NH:7][C:6]([CH2:4][OH:3])=[CH:14]3)[CH2:22][CH2:21][CH2:20][CH2:19]1. The yield is 0.780. (5) The reactants are C[CH:2]([CH3:14])[CH2:3][CH2:4][O:5][C:6]1[N:11]=[C:10]([NH2:12])[N:9]=[C:8]([NH2:13])[CH:7]=1.[N:15]([O-:17])=O.[Na+].[C:19](O)(=O)C. The catalyst is O. The product is [N:15]([C:7]1[C:8]([NH2:13])=[N:9][C:10]([NH2:12])=[N:11][C:6]=1[O:5][CH2:4][CH:3]([CH3:19])[CH2:2][CH3:14])=[O:17]. The yield is 0.320. (6) The reactants are [CH3:1][O:2][C:3](=[O:21])[C@@H:4]([NH:13][C:14]([O:16][C:17]([CH3:20])([CH3:19])[CH3:18])=[O:15])[CH2:5][C:6]1[CH:11]=[CH:10][C:9]([NH2:12])=[CH:8][CH:7]=1.[Cl:22][C:23]1[CH:31]=[CH:30][CH:29]=[C:28]([Cl:32])[C:24]=1[C:25](Cl)=[O:26].CCN(C(C)C)C(C)C. The catalyst is ClCCl. The product is [CH3:1][O:2][C:3](=[O:21])[C@@H:4]([NH:13][C:14]([O:16][C:17]([CH3:18])([CH3:20])[CH3:19])=[O:15])[CH2:5][C:6]1[CH:11]=[CH:10][C:9]([NH:12][C:25](=[O:26])[C:24]2[C:23]([Cl:22])=[CH:31][CH:30]=[CH:29][C:28]=2[Cl:32])=[CH:8][CH:7]=1. The yield is 0.884.